Dataset: Forward reaction prediction with 1.9M reactions from USPTO patents (1976-2016). Task: Predict the product of the given reaction. (1) Given the reactants [CH3:1][C@@H:2]1[CH2:6][CH2:5][CH2:4][N:3]1[CH2:7][CH2:8][C:9]1[O:10][C:11]2[CH:17]=[CH:16][C:15]([C:18]3[CH:25]=[CH:24][C:21]([C:22]#[N:23])=[CH:20][CH:19]=3)=[CH:14][C:12]=2[CH:13]=1.[Br:26]Br.[O-]S([O-])=O.[Na+].[Na+], predict the reaction product. The product is: [Br:26][C:13]1[C:12]2[CH:14]=[C:15]([C:18]3[CH:19]=[CH:20][C:21]([C:22]#[N:23])=[CH:24][CH:25]=3)[CH:16]=[CH:17][C:11]=2[O:10][C:9]=1[CH2:8][CH2:7][N:3]1[CH2:4][CH2:5][CH2:6][C@H:2]1[CH3:1]. (2) Given the reactants [CH3:1][O:2][C:3]1[CH:8]=[CH:7][C:6]([N:9]2[C:13]3[N:14]=[C:15]([CH3:21])[CH:16]=[C:17]([C:18]([OH:20])=O)[C:12]=3[C:11]([CH3:22])=[N:10]2)=[CH:5][CH:4]=1.[NH2:23][C:24]1[C:25]([CH3:31])=[CH:26][C:27]([CH3:30])=[N:28][CH:29]=1.C(N(CC)CC)C.CCCP1(OP(CCC)(=O)OP(CCC)(=O)O1)=O, predict the reaction product. The product is: [CH3:31][C:25]1[CH:26]=[C:27]([CH3:30])[N:28]=[CH:29][C:24]=1[NH:23][C:18]([C:17]1[C:12]2[C:11]([CH3:22])=[N:10][N:9]([C:6]3[CH:7]=[CH:8][C:3]([O:2][CH3:1])=[CH:4][CH:5]=3)[C:13]=2[N:14]=[C:15]([CH3:21])[CH:16]=1)=[O:20]. (3) Given the reactants [CH2:1]([O:3][C:4]1[C:5]([C:16](Cl)=[O:17])=[N:6][N:7]([C:9]2[CH:14]=[CH:13][C:12]([F:15])=[CH:11][CH:10]=2)[CH:8]=1)[CH3:2].[CH3:19][O:20][C:21]1[CH:22]=[C:23]2[C:28](=[CH:29][C:30]=1[O:31][CH3:32])[N:27]=[CH:26][CH:25]=[C:24]2[O:33][C:34]1[CH:40]=[CH:39][C:37]([NH2:38])=[CH:36][C:35]=1[F:41], predict the reaction product. The product is: [CH3:19][O:20][C:21]1[CH:22]=[C:23]2[C:28](=[CH:29][C:30]=1[O:31][CH3:32])[N:27]=[CH:26][CH:25]=[C:24]2[O:33][C:34]1[CH:40]=[CH:39][C:37]([NH:38][C:16]([C:5]2[C:4]([O:3][CH2:1][CH3:2])=[CH:8][N:7]([C:9]3[CH:14]=[CH:13][C:12]([F:15])=[CH:11][CH:10]=3)[N:6]=2)=[O:17])=[CH:36][C:35]=1[F:41].